This data is from Reaction yield outcomes from USPTO patents with 853,638 reactions. The task is: Predict the reaction yield, written as a fraction of the theoretical maximum amount of product (1.0 means a 100% yield; for example, 0.34 means a 34% yield). (1) The reactants are [C:1]([C:3]([C:6]1[CH:7]=[C:8]([CH:13]=[CH:14][CH:15]=1)[C:9]([O:11]C)=[O:10])([CH3:5])[CH3:4])#[N:2].[OH-].[Li+].CO.O. The catalyst is O1CCCC1. The product is [C:1]([C:3]([C:6]1[CH:7]=[C:8]([CH:13]=[CH:14][CH:15]=1)[C:9]([OH:11])=[O:10])([CH3:5])[CH3:4])#[N:2]. The yield is 0.980. (2) The reactants are [OH:1][C:2]1[CH:11]=[CH:10][C:5]2[C:6](=[O:9])[CH2:7][O:8][C:4]=2[C:3]=1[CH2:12][N:13]1[CH2:18][CH2:17][N:16]([C:19]([O:21][C:22]([CH3:25])([CH3:24])[CH3:23])=[O:20])[CH2:15][CH2:14]1.[CH:26]([C:28]1[C:36]2[C:31](=[CH:32][C:33]([C:37]([O:39][CH3:40])=[O:38])=[CH:34][CH:35]=2)[NH:30][CH:29]=1)=O. The catalyst is CO.N1CCCCC1. The product is [C:22]([O:21][C:19]([N:16]1[CH2:15][CH2:14][N:13]([CH2:12][C:3]2[C:4]3[O:8]/[C:7](=[CH:26]\[C:28]4[C:36]5[C:31](=[CH:32][C:33]([C:37]([O:39][CH3:40])=[O:38])=[CH:34][CH:35]=5)[NH:30][CH:29]=4)/[C:6](=[O:9])[C:5]=3[CH:10]=[CH:11][C:2]=2[OH:1])[CH2:18][CH2:17]1)=[O:20])([CH3:25])([CH3:24])[CH3:23]. The yield is 0.780. (3) The reactants are [OH:1][C:2]([C:26]1[S:27][CH:28]=[CH:29][CH:30]=1)([C:21]1[S:22][CH:23]=[CH:24][CH:25]=1)[C:3]([O:5][C@H:6]1[CH2:11][CH2:10][C@H:9]([N:12](C(OC(C)(C)C)=O)[CH3:13])[CH2:8][CH2:7]1)=[O:4].Cl. The catalyst is O1CCOCC1. The product is [OH:1][C:2]([C:21]1[S:22][CH:23]=[CH:24][CH:25]=1)([C:26]1[S:27][CH:28]=[CH:29][CH:30]=1)[C:3]([O:5][C@H:6]1[CH2:7][CH2:8][C@H:9]([NH:12][CH3:13])[CH2:10][CH2:11]1)=[O:4]. The yield is 0.780. (4) The yield is 0.250. The reactants are [CH3:1][O:2][CH2:3][CH2:4][N:5]1[CH2:10][CH2:9][C:8]([CH2:12][O:13][C:14]2[C:22]3[C:21]4[CH:23]=[C:24]([C:27]#[N:28])[N:25]=[CH:26][C:20]=4[N:19](COCC[Si](C)(C)C)[C:18]=3[N:17]=[CH:16][CH:15]=2)([CH3:11])[CH2:7][CH2:6]1.Br.[OH-].[Na+].Cl. The product is [CH3:1][O:2][CH2:3][CH2:4][N:5]1[CH2:10][CH2:9][C:8]([CH2:12][O:13][C:14]2[C:22]3[C:21]4[CH:23]=[C:24]([C:27]#[N:28])[N:25]=[CH:26][C:20]=4[NH:19][C:18]=3[N:17]=[CH:16][CH:15]=2)([CH3:11])[CH2:7][CH2:6]1. The catalyst is O1CCOCC1. (5) The reactants are Br[C:2]1[C:16]([CH3:17])=[CH:15][C:5]([O:6][CH2:7][O:8][CH2:9][CH2:10][Si:11]([CH3:14])([CH3:13])[CH3:12])=[C:4]([Cl:18])[CH:3]=1.COC1C(OCOCC[Si](C)(C)C)=CC(C)=C([B:27]([OH:29])[OH:28])C=1. No catalyst specified. The product is [Cl:18][C:4]1[C:5]([O:6][CH2:7][O:8][CH2:9][CH2:10][Si:11]([CH3:14])([CH3:13])[CH3:12])=[CH:15][C:16]([CH3:17])=[C:2]([B:27]([OH:29])[OH:28])[CH:3]=1. The yield is 0.540.